From a dataset of Forward reaction prediction with 1.9M reactions from USPTO patents (1976-2016). Predict the product of the given reaction. (1) Given the reactants [NH2:1][C:2]1[N:7]=[CH:6][N:5]=[C:4]2[N:8]([CH:24]3[CH2:27][N:26]([CH2:28][C:29]4([OH:42])[CH2:34][CH2:33][N:32](C(OC(C)(C)C)=O)[CH2:31][CH2:30]4)[CH2:25]3)[N:9]=[C:10]([C:11]3[CH:16]=[CH:15][C:14]([O:17][C:18]4[CH:23]=[CH:22][CH:21]=[CH:20][CH:19]=4)=[CH:13][CH:12]=3)[C:3]=12.FC(F)(F)C(O)=O, predict the reaction product. The product is: [NH2:1][C:2]1[N:7]=[CH:6][N:5]=[C:4]2[N:8]([CH:24]3[CH2:27][N:26]([CH2:28][C:29]4([OH:42])[CH2:34][CH2:33][NH:32][CH2:31][CH2:30]4)[CH2:25]3)[N:9]=[C:10]([C:11]3[CH:12]=[CH:13][C:14]([O:17][C:18]4[CH:19]=[CH:20][CH:21]=[CH:22][CH:23]=4)=[CH:15][CH:16]=3)[C:3]=12. (2) The product is: [C:29]([NH:28][C:25]1[S:26][CH:27]=[C:23]([CH:21]=[N:1][C:2]2[CH:3]=[CH:4][C:5]([C:6]([NH:7][C:8]([NH:10][NH:11][C:12]([O:14][C:15]([CH3:16])([CH3:17])[CH3:18])=[O:13])=[O:9])=[O:32])=[CH:19][CH:20]=2)[N:24]=1)(=[O:31])[CH3:30]. Given the reactants [NH2:1][C:2]1[CH:20]=[CH:19][C:5]([CH2:6][NH:7][C:8]([NH:10][NH:11][C:12]([O:14][C:15]([CH3:18])([CH3:17])[CH3:16])=[O:13])=[O:9])=[CH:4][CH:3]=1.[CH:21]([C:23]1[N:24]=[C:25]([NH:28][C:29](=[O:31])[CH3:30])[S:26][CH:27]=1)=O.[O:32]1CCCC1, predict the reaction product.